Task: Predict the product of the given reaction.. Dataset: Forward reaction prediction with 1.9M reactions from USPTO patents (1976-2016) (1) The product is: [Cl:45][C:12]1[C:13]([O:43][CH3:44])=[CH:14][CH:15]=[C:16]2[C:11]=1[N:10]=[C:9]([C:6]1[S:7][CH:8]=[C:4]([CH:1]([CH3:3])[CH3:2])[N:5]=1)[CH:18]=[C:17]2[O:19][CH2:20][CH2:21][C@@H:22]1[NH:36][C:35](=[O:37])[N:34]([CH3:38])[CH2:33][CH2:32][CH2:31][CH2:30][CH:29]=[CH:28][C@H:27]2[C@@:25]([C:39]([NH:55][S:52]([N:46]3[CH2:51][CH2:50][O:49][CH2:48][CH2:47]3)(=[O:54])=[O:53])=[O:41])([CH2:26]2)[NH:24][C:23]1=[O:42]. Given the reactants [CH:1]([C:4]1[N:5]=[C:6]([C:9]2[CH:18]=[C:17]([O:19][CH2:20][CH2:21][C@@H:22]3[NH:36][C:35](=[O:37])[N:34]([CH3:38])[CH2:33][CH2:32][CH2:31][CH2:30][CH:29]=[CH:28][C@H:27]4[C@@:25]([C:39]([OH:41])=O)([CH2:26]4)[NH:24][C:23]3=[O:42])[C:16]3[C:11](=[C:12]([Cl:45])[C:13]([O:43][CH3:44])=[CH:14][CH:15]=3)[N:10]=2)[S:7][CH:8]=1)([CH3:3])[CH3:2].[N:46]1([S:52]([NH2:55])(=[O:54])=[O:53])[CH2:51][CH2:50][O:49][CH2:48][CH2:47]1, predict the reaction product. (2) Given the reactants C([O:8][C:9](=[O:29])[C:10]1[CH:22]=[C:21]([C:23]2[CH:28]=[CH:27][N:26]=[CH:25][CH:24]=2)[CH:20]=[C:12]([C:13]([N:15]([CH3:19])[CH2:16][CH2:17][CH3:18])=[O:14])[CH:11]=1)C1C=CC=CC=1, predict the reaction product. The product is: [CH3:19][N:15]([CH2:16][CH2:17][CH3:18])[C:13](=[O:14])[C:12]1[CH:11]=[C:10]([CH:22]=[C:21]([C:23]2[CH:28]=[CH:27][N:26]=[CH:25][CH:24]=2)[CH:20]=1)[C:9]([OH:29])=[O:8].